Dataset: Forward reaction prediction with 1.9M reactions from USPTO patents (1976-2016). Task: Predict the product of the given reaction. Given the reactants [Mg].Br[C:3]1[CH:8]=[C:7]([O:9][CH3:10])[C:6]2[O:11][CH2:12][O:13][C:5]=2[CH:4]=1.II.C[O:17][B:18](OC)[O:19]C.Cl, predict the reaction product. The product is: [CH3:10][O:9][C:7]1[C:6]2[O:11][CH2:12][O:13][C:5]=2[CH:4]=[C:3]([B:18]([OH:19])[OH:17])[CH:8]=1.